From a dataset of Catalyst prediction with 721,799 reactions and 888 catalyst types from USPTO. Predict which catalyst facilitates the given reaction. Reactant: [OH:1][CH2:2][CH2:3][O:4][C:5]1[CH:18]=[CH:17][C:8]([C:9]([C:11]2[CH:16]=[CH:15][CH:14]=[CH:13][CH:12]=2)=[O:10])=[CH:7][CH:6]=1.C(N(CC)CC)C.[Cl:26][CH2:27][CH2:28][C:29](Cl)=[O:30]. Product: [C:9]([C:8]1[CH:17]=[CH:18][C:5]([O:4][CH2:3][CH2:2][O:1][C:29](=[O:30])[CH2:28][CH2:27][Cl:26])=[CH:6][CH:7]=1)(=[O:10])[C:11]1[CH:12]=[CH:13][CH:14]=[CH:15][CH:16]=1. The catalyst class is: 131.